This data is from NCI-60 drug combinations with 297,098 pairs across 59 cell lines. The task is: Regression. Given two drug SMILES strings and cell line genomic features, predict the synergy score measuring deviation from expected non-interaction effect. (1) Drug 1: C1=NC2=C(N=C(N=C2N1C3C(C(C(O3)CO)O)O)F)N. Drug 2: COC1=NC(=NC2=C1N=CN2C3C(C(C(O3)CO)O)O)N. Cell line: SK-MEL-5. Synergy scores: CSS=8.46, Synergy_ZIP=2.43, Synergy_Bliss=-0.136, Synergy_Loewe=-3.35, Synergy_HSA=-0.665. (2) Drug 1: CN(C)N=NC1=C(NC=N1)C(=O)N. Drug 2: C1=CN(C=N1)CC(O)(P(=O)(O)O)P(=O)(O)O. Cell line: SW-620. Synergy scores: CSS=10.4, Synergy_ZIP=9.99, Synergy_Bliss=15.1, Synergy_Loewe=11.4, Synergy_HSA=9.81. (3) Drug 1: CC1=C(C=C(C=C1)NC(=O)C2=CC=C(C=C2)CN3CCN(CC3)C)NC4=NC=CC(=N4)C5=CN=CC=C5. Drug 2: CC1C(C(CC(O1)OC2CC(CC3=C2C(=C4C(=C3O)C(=O)C5=C(C4=O)C(=CC=C5)OC)O)(C(=O)CO)O)N)O.Cl. Cell line: HS 578T. Synergy scores: CSS=30.5, Synergy_ZIP=0.503, Synergy_Bliss=4.93, Synergy_Loewe=-13.4, Synergy_HSA=6.02. (4) Drug 1: C1=NC2=C(N=C(N=C2N1C3C(C(C(O3)CO)O)O)F)N. Drug 2: C(CCl)NC(=O)N(CCCl)N=O. Cell line: OVCAR-8. Synergy scores: CSS=34.0, Synergy_ZIP=-1.76, Synergy_Bliss=-1.62, Synergy_Loewe=-17.7, Synergy_HSA=-1.67. (5) Drug 1: CCC(=C(C1=CC=CC=C1)C2=CC=C(C=C2)OCCN(C)C)C3=CC=CC=C3.C(C(=O)O)C(CC(=O)O)(C(=O)O)O. Drug 2: CCCCCOC(=O)NC1=NC(=O)N(C=C1F)C2C(C(C(O2)C)O)O. Cell line: OVCAR3. Synergy scores: CSS=0.609, Synergy_ZIP=1.98, Synergy_Bliss=0.200, Synergy_Loewe=-9.65, Synergy_HSA=-5.93. (6) Drug 1: CC(C1=C(C=CC(=C1Cl)F)Cl)OC2=C(N=CC(=C2)C3=CN(N=C3)C4CCNCC4)N. Drug 2: CN(C)N=NC1=C(NC=N1)C(=O)N. Cell line: SF-268. Synergy scores: CSS=-6.82, Synergy_ZIP=1.77, Synergy_Bliss=-1.46, Synergy_Loewe=-12.8, Synergy_HSA=-7.52.